This data is from Forward reaction prediction with 1.9M reactions from USPTO patents (1976-2016). The task is: Predict the product of the given reaction. (1) Given the reactants [C:1]([OH:12])(=[O:11])[C:2]1[C:3](=[CH:7][CH:8]=[CH:9][CH:10]=1)[C:4]([OH:6])=O.C(N(CC1C=CC=C(CN(C(C)C)C(C)C)C=1B(O)O)C(C)C)(C)C.B(O)O, predict the reaction product. The product is: [C:4]1(=[O:6])[O:12][C:1](=[O:11])[C:2]2=[CH:10][CH:9]=[CH:8][CH:7]=[C:3]12. (2) Given the reactants [Cl:1][CH:2]([C:4]1[CH:5]=[CH:6][C:7]([OH:12])=[C:8]([CH:11]=1)[C:9]#[N:10])[CH3:3].Br[CH2:14][C:15]([NH2:17])=[O:16].C(=O)([O-])[O-].[K+].[K+].CC(C)=O, predict the reaction product. The product is: [Cl:1][CH:2]([C:4]1[CH:5]=[CH:6][C:7]([O:12][CH2:14][C:15]([NH2:17])=[O:16])=[C:8]([C:9]#[N:10])[CH:11]=1)[CH3:3]. (3) Given the reactants [F:1][C:2]1[C:7]([F:8])=[CH:6][CH:5]=[CH:4][C:3]=1[CH2:9][NH2:10].Cl[C:12]1[CH:22]=[C:16]2[N:17]([CH3:21])[CH2:18][CH2:19][CH2:20][N:15]2[C:14](=[O:23])[N:13]=1, predict the reaction product. The product is: [F:1][C:2]1[C:7]([F:8])=[CH:6][CH:5]=[CH:4][C:3]=1[CH2:9][NH:10][C:12]1[CH:22]=[C:16]2[N:17]([CH3:21])[CH2:18][CH2:19][CH2:20][N:15]2[C:14](=[O:23])[N:13]=1. (4) Given the reactants Cl.[NH2:2][C:3]1[C:4]2[C:14]([O:15][CH2:16][C:17]3([NH2:23])[CH2:22][CH2:21][CH2:20][CH2:19][CH2:18]3)=[CH:13][CH:12]=[CH:11][C:5]=2[NH:6][S:7](=[O:10])(=[O:9])[N:8]=1.Cl.[CH3:25][N:26]([CH3:36])[C:27]1[CH:28]=[C:29]([CH:33]=[CH:34][N:35]=1)[C:30](O)=[O:31], predict the reaction product. The product is: [NH2:2][C:3]1[C:4]2[C:14]([O:15][CH2:16][C:17]3([NH:23][C:30](=[O:31])[C:29]4[CH:33]=[CH:34][N:35]=[C:27]([N:26]([CH3:25])[CH3:36])[CH:28]=4)[CH2:22][CH2:21][CH2:20][CH2:19][CH2:18]3)=[CH:13][CH:12]=[CH:11][C:5]=2[NH:6][S:7](=[O:10])(=[O:9])[N:8]=1.